This data is from Reaction yield outcomes from USPTO patents with 853,638 reactions. The task is: Predict the reaction yield, written as a fraction of the theoretical maximum amount of product (1.0 means a 100% yield; for example, 0.34 means a 34% yield). The reactants are [F:1][C:2]1[CH:26]=[CH:25][C:5]([CH2:6][O:7][C:8]2[CH:13]=[CH:12][C:11]([CH:14]([O:18][CH2:19][O:20][CH2:21][CH2:22][O:23][CH3:24])[C:15](O)=[O:16])=[CH:10][CH:9]=2)=[CH:4][CH:3]=1.C(N1C=CN=C1)(N1C=CN=C1)=O.N1C=CN=C1.[H-].[Na+].[NH2:46][C:47]1[S:48][S:49][C:50](=[S:52])[N:51]=1.O.[Cl-].[NH4+]. The catalyst is O1CCCC1. The product is [F:1][C:2]1[CH:26]=[CH:25][C:5]([CH2:6][O:7][C:8]2[CH:13]=[CH:12][C:11]([CH:14]([O:18][CH2:19][O:20][CH2:21][CH2:22][O:23][CH3:24])[C:15]([NH:46][C:47]3[S:48][S:49][C:50](=[S:52])[N:51]=3)=[O:16])=[CH:10][CH:9]=2)=[CH:4][CH:3]=1. The yield is 0.650.